This data is from Catalyst prediction with 721,799 reactions and 888 catalyst types from USPTO. The task is: Predict which catalyst facilitates the given reaction. (1) Reactant: [Cl:1][C:2]1[CH:3]=[CH:4][C:5]([S:8][C:9]2[N:13]([CH3:14])[CH:12]=[N:11][C:10]=2[C:15]2[CH:20]=[CH:19][C:18]([C@H:21]3[CH2:23][C@@H:22]3[CH2:24][OH:25])=[CH:17][CH:16]=2)=[N:6][CH:7]=1.[H-].[Na+].[CH3:28]I. Product: [Cl:1][C:2]1[CH:3]=[CH:4][C:5]([S:8][C:9]2[N:13]([CH3:14])[CH:12]=[N:11][C:10]=2[C:15]2[CH:20]=[CH:19][C:18]([C@H:21]3[CH2:23][C@@H:22]3[CH2:24][O:25][CH3:28])=[CH:17][CH:16]=2)=[N:6][CH:7]=1. The catalyst class is: 3. (2) Reactant: [C:1]([CH2:3][C:4]([NH:6][C:7]1[CH:12]=[CH:11][C:10]([CH2:13][CH2:14][CH2:15][C:16]2[CH:25]=[CH:24][C:19]([C:20]([O:22][CH3:23])=[O:21])=[CH:18][CH:17]=2)=[CH:9][CH:8]=1)=[O:5])#[N:2].[C:26]1(=O)[CH2:31][CH2:30][CH2:29][CH2:28][CH2:27]1.N1CCOCC1. Product: [C:1]([C:3](=[C:26]1[CH2:31][CH2:30][CH2:29][CH2:28][CH2:27]1)[C:4]([NH:6][C:7]1[CH:8]=[CH:9][C:10]([CH2:13][CH2:14][CH2:15][C:16]2[CH:17]=[CH:18][C:19]([C:20]([O:22][CH3:23])=[O:21])=[CH:24][CH:25]=2)=[CH:11][CH:12]=1)=[O:5])#[N:2]. The catalyst class is: 11. (3) Reactant: [CH3:1][O:2][C:3]1[CH:4]=[C:5]([CH:7]=[C:8]([O:12][CH3:13])[C:9]=1[O:10][CH3:11])[NH2:6].C(N(CC)CC)C.[Cl-].ClC1N(C)CC[NH+]1C.[CH3:30][O:31][C:32]1[C:33](=[O:60])[C:34]([CH3:59])=[C:35]([CH2:41][C:42]2[CH:43]=[CH:44][C:45]([O:51][CH2:52][C:53]3[CH:54]=[N:55][CH:56]=[CH:57][CH:58]=3)=[C:46]([CH:50]=2)[C:47](O)=[O:48])[C:36](=[O:40])[C:37]=1[O:38][CH3:39]. Product: [CH3:30][O:31][C:32]1[C:33](=[O:60])[C:34]([CH3:59])=[C:35]([CH2:41][C:42]2[CH:43]=[CH:44][C:45]([O:51][CH2:52][C:53]3[CH:54]=[N:55][CH:56]=[CH:57][CH:58]=3)=[C:46]([CH:50]=2)[C:47]([NH:6][C:5]2[CH:7]=[C:8]([O:12][CH3:13])[C:9]([O:10][CH3:11])=[C:3]([O:2][CH3:1])[CH:4]=2)=[O:48])[C:36](=[O:40])[C:37]=1[O:38][CH3:39]. The catalyst class is: 2. (4) Reactant: C([N:8]1[CH2:17][CH:16]([CH3:18])[C:15]2[N:14]=[C:13]([Cl:19])[CH:12]=[CH:11][C:10]=2[CH2:9]1)C1C=CC=CC=1.[CH:20]([Mg]Cl)([CH3:22])[CH3:21]. Product: [ClH:19].[CH:20]([C:13]1[CH:12]=[CH:11][C:10]2[CH2:9][NH:8][CH2:17][CH:16]([CH3:18])[C:15]=2[N:14]=1)([CH3:22])[CH3:21]. The catalyst class is: 1. (5) Reactant: [C:1]([C:4]1[CH:5]=[N:6][C:7]2[C:12]([C:13]=1[NH:14][C:15]1[CH:16]=[CH:17][C:18]([N:21]3[CH2:26][CH2:25][CH2:24][CH:23]([NH:27]C(=O)OC(C)(C)C)[CH2:22]3)=[N:19][CH:20]=1)=[CH:11][C:10]([C:35]1[CH:40]=[C:39]([F:41])[C:38]([OH:42])=[C:37]([Cl:43])[CH:36]=1)=[CH:9][CH:8]=2)(=[O:3])[CH3:2].Cl. Product: [NH2:27][CH:23]1[CH2:24][CH2:25][CH2:26][N:21]([C:18]2[N:19]=[CH:20][C:15]([NH:14][C:13]3[C:12]4[C:7](=[CH:8][CH:9]=[C:10]([C:35]5[CH:40]=[C:39]([F:41])[C:38]([OH:42])=[C:37]([Cl:43])[CH:36]=5)[CH:11]=4)[N:6]=[CH:5][C:4]=3[C:1](=[O:3])[CH3:2])=[CH:16][CH:17]=2)[CH2:22]1. The catalyst class is: 268. (6) Reactant: [NH2:1][C:2]1[CH:3]=[C:4]2[C:9](=[CH:10][CH:11]=1)[N:8]=[CH:7][C:6]([C:12]#[N:13])=[C:5]2[NH:14][C:15]1[CH:20]=[CH:19][C:18]([F:21])=[C:17]([Cl:22])[CH:16]=1.[NH:23]1[C:31]2[C:26](=[CH:27][CH:28]=[CH:29][CH:30]=2)[CH:25]=[C:24]1[CH:32]=O.[BH3-]C#N.[Na+]. Product: [NH:23]1[C:31]2[C:26](=[CH:27][CH:28]=[CH:29][CH:30]=2)[CH:25]=[C:24]1[CH2:32][NH:1][C:2]1[CH:3]=[C:4]2[C:9](=[CH:10][CH:11]=1)[N:8]=[CH:7][C:6]([C:12]#[N:13])=[C:5]2[NH:14][C:15]1[CH:20]=[CH:19][C:18]([F:21])=[C:17]([Cl:22])[CH:16]=1. The catalyst class is: 14. (7) Reactant: [F:1][C:2]1[CH:9]=[CH:8][C:5]([CH2:6][NH2:7])=[CH:4][CH:3]=1.[CH3:10][C@@:11]1([CH2:14][O:15][C:16]2[CH:17]=[C:18]([C:22]3[C:26]4[S:27][CH:28]=[CH:29][C:25]=4[O:24][N:23]=3)[CH:19]=[CH:20][CH:21]=2)[CH2:13][O:12]1.ClC(Cl)C. Product: [F:1][C:2]1[CH:9]=[CH:8][C:5]([CH2:6][NH:7][CH2:10][C@:11]([CH3:13])([OH:12])[CH2:14][O:15][C:16]2[CH:21]=[CH:20][CH:19]=[C:18]([C:22]3[C:26]4[S:27][CH:28]=[CH:29][C:25]=4[O:24][N:23]=3)[CH:17]=2)=[CH:4][CH:3]=1. The catalyst class is: 8.